Predict the reaction yield, written as a fraction of the theoretical maximum amount of product (1.0 means a 100% yield; for example, 0.34 means a 34% yield). From a dataset of Reaction yield outcomes from USPTO patents with 853,638 reactions. The reactants are [N:1]1([C:10]2[S:14][C:13]([C:15]([O:17][CH3:18])=[O:16])=[C:12](OS(C(F)(F)F)(=O)=O)[CH:11]=2)[C:5]2[CH:6]=[CH:7][CH:8]=[CH:9][C:4]=2[N:3]=[CH:2]1.C(=O)([O-])[O-].[Cs+].[Cs+].[C:33](=[O:43])([O:35][CH2:36][C:37]1[CH:42]=[CH:41][CH:40]=[CH:39][CH:38]=1)[NH2:34]. The catalyst is [Pd].[Pd].C(=CC(C=CC1C=CC=CC=1)=O)C1C=CC=CC=1.C1(P(C2C=CC=CC=2)C2C=CC3C(=CC=CC=3)C=2C2C3C(=CC=CC=3)C=CC=2P(C2C=CC=CC=2)C2C=CC=CC=2)C=CC=CC=1.C1(C)C=CC=CC=1. The product is [N:1]1([C:10]2[S:14][C:13]([C:15]([O:17][CH3:18])=[O:16])=[C:12]([NH:34][C:33]([O:35][CH2:36][C:37]3[CH:42]=[CH:41][CH:40]=[CH:39][CH:38]=3)=[O:43])[CH:11]=2)[C:5]2[CH:6]=[CH:7][CH:8]=[CH:9][C:4]=2[N:3]=[CH:2]1. The yield is 0.540.